Dataset: Reaction yield outcomes from USPTO patents with 853,638 reactions. Task: Predict the reaction yield, written as a fraction of the theoretical maximum amount of product (1.0 means a 100% yield; for example, 0.34 means a 34% yield). (1) The reactants are [CH3:1][C:2]1([CH3:13])[CH2:7][C:6]([CH3:9])([CH3:8])[CH2:5][C:4](=[CH:10][CH2:11]O)[CH2:3]1.[Cl:14][C:15]([Cl:19])([Cl:18])[C:16]#[N:17].C([O:22]CC)C. No catalyst specified. The product is [Cl:14][C:15]([Cl:19])([Cl:18])[C:16]([NH:17][C:4]1([CH:10]=[CH2:11])[CH2:3][C:2]([CH3:13])([CH3:1])[CH2:7][C:6]([CH3:9])([CH3:8])[CH2:5]1)=[O:22]. The yield is 0.660. (2) The reactants are [CH2:1]([O:3][C:4](=[O:18])[C:5]1[C:10]([N+:11]([O-:13])=[O:12])=[CH:9][CH:8]=[C:7]([CH3:14])[C:6]=1[N+:15]([O-:17])=[O:16])[CH3:2].CO[CH:21]([N:24]([CH3:26])[CH3:25])OC. The catalyst is CN(C=O)C. The product is [CH2:1]([O:3][C:4](=[O:18])[C:5]1[C:10]([N+:11]([O-:13])=[O:12])=[CH:9][CH:8]=[C:7]([CH:14]=[CH:21][N:24]([CH3:26])[CH3:25])[C:6]=1[N+:15]([O-:17])=[O:16])[CH3:2]. The yield is 0.580.